This data is from Full USPTO retrosynthesis dataset with 1.9M reactions from patents (1976-2016). The task is: Predict the reactants needed to synthesize the given product. (1) Given the product [Cl:1][C:2]1[C:3]([O:25][CH2:26][CH2:27][CH2:28][O:29][CH3:30])=[CH:4][C:5]2[CH2:14][CH:13]([CH:15]([CH3:17])[CH3:16])[N:12]3[C:7](=[CH:8][C:9](=[O:23])[C:10]([C:18]([OH:20])=[O:19])=[CH:11]3)[C:6]=2[CH:24]=1, predict the reactants needed to synthesize it. The reactants are: [Cl:1][C:2]1[C:3]([O:25][CH2:26][CH2:27][CH2:28][O:29][CH3:30])=[CH:4][C:5]2[CH2:14][CH:13]([CH:15]([CH3:17])[CH3:16])[N:12]3[C:7](=[CH:8][C:9](=[O:23])[C:10]([C:18]([O:20]CC)=[O:19])=[CH:11]3)[C:6]=2[CH:24]=1.[OH-].[Na+].Cl. (2) Given the product [F:1][C:2]([F:7])([F:6])[C:3]([OH:5])=[O:4].[CH2:8]([C:10]1[C:15]([CH2:16][NH:50][CH2:51][CH2:52][OH:53])=[CH:14][CH:13]=[CH:12][C:11]=1[NH:18][C:19]1[C:24]([C:25]([NH2:27])=[O:26])=[CH:23][N:22]=[C:21]2[NH:28][C:29]([C:31]3[CH:32]=[CH:33][C:34]([F:37])=[CH:35][CH:36]=3)=[CH:30][C:20]=12)[CH3:9], predict the reactants needed to synthesize it. The reactants are: [F:1][C:2]([F:7])([F:6])[C:3]([OH:5])=[O:4].[CH2:8]([C:10]1[C:15]([CH2:16]O)=[CH:14][CH:13]=[CH:12][C:11]=1[NH:18][C:19]1[C:24]([C:25]([NH2:27])=[O:26])=[CH:23][N:22]=[C:21]2[NH:28][C:29]([C:31]3[CH:36]=[CH:35][C:34]([F:37])=[CH:33][CH:32]=3)=[CH:30][C:20]=12)[CH3:9].O=S(Cl)Cl.C(Cl)C1C=CC=CC=1.[NH2:50][CH2:51][CH2:52][OH:53]. (3) Given the product [C:1]([C:3]1([C:19]2[CH:20]=[CH:21][CH:22]=[CH:23][CH:24]=2)[CH:16]=[CH:17][N:7]([CH2:8][C:9]2[CH:10]=[CH:11][C:12]([F:15])=[CH:13][CH:14]=2)[C:5](=[O:6])[CH2:4]1)#[N:2], predict the reactants needed to synthesize it. The reactants are: [C:1]([C:3]([C:19]1[CH:24]=[CH:23][CH:22]=[CH:21][CH:20]=1)([CH2:16][CH:17]=C)[CH2:4][C:5]([NH:7][CH2:8][C:9]1[CH:14]=[CH:13][C:12]([F:15])=[CH:11][CH:10]=1)=[O:6])#[N:2].CSC. (4) Given the product [C:29]1([S+:22]([C:16]2[CH:17]=[CH:18][CH:19]=[CH:20][CH:21]=2)[C:23]2[CH:28]=[CH:27][CH:26]=[CH:25][CH:24]=2)[CH:30]=[CH:31][CH:32]=[CH:33][CH:34]=1.[F:13][C:2]([F:1])([S:9]([O-:12])(=[O:11])=[O:10])[C:3]([F:8])([F:7])[CH2:4][CH2:5][OH:6], predict the reactants needed to synthesize it. The reactants are: [F:1][C:2]([F:13])([S:9]([O-:12])(=[O:11])=[O:10])[C:3]([F:8])([F:7])[CH2:4][CH2:5][OH:6].[Na+].[Cl-].[C:16]1([S+:22]([C:29]2[CH:34]=[CH:33][CH:32]=[CH:31][CH:30]=2)[C:23]2[CH:28]=[CH:27][CH:26]=[CH:25][CH:24]=2)[CH:21]=[CH:20][CH:19]=[CH:18][CH:17]=1.O. (5) Given the product [N:23]1[CH:28]=[CH:27][CH:26]=[CH:25][C:24]=1[CH:29]=[C:14]1[C:13](=[O:20])[C:12]2[C:17](=[CH:18][CH:19]=[C:10]([C:7]3[CH:6]=[CH:5][C:4]([O:3][C:2]([F:1])([F:21])[F:22])=[CH:9][CH:8]=3)[CH:11]=2)[O:16][CH2:15]1, predict the reactants needed to synthesize it. The reactants are: [F:1][C:2]([F:22])([F:21])[O:3][C:4]1[CH:9]=[CH:8][C:7]([C:10]2[CH:11]=[C:12]3[C:17](=[CH:18][CH:19]=2)[O:16][CH2:15][CH2:14][C:13]3=[O:20])=[CH:6][CH:5]=1.[N:23]1[CH:28]=[CH:27][CH:26]=[CH:25][C:24]=1[CH:29]=O.N1CCCC1. (6) Given the product [CH:43]1[C:42]2[CH2:41][C@H:40]3[N:37]([CH2:38][CH2:5][C@@:3]45[C@H:16]3[CH:15]=[CH:14][C@H:1]([OH:13])[C@@H:2]4[O:11][C:9]([C:8]=25)=[C:45]([OH:48])[CH:44]=1)[CH3:39], predict the reactants needed to synthesize it. The reactants are: [C:1]([OH:13])(=O)[CH2:2][C:3]([CH2:8][C:9]([OH:11])=O)([C:5](O)=O)O.[C:14]([O-])(=O)[C:15]1C=CC=C[CH:16]=1.[Na+].CCCCCCCCCCCCC[N+:37]([CH2:40][C:41]1[CH:42]=[CH:43][CH:44]=[CH:45]C=1)([CH3:39])[CH3:38].[Cl-].[OH2:48]. (7) The reactants are: C(OC(=O)[NH:10][CH2:11][CH2:12][CH2:13][N:14]1[C:18]2[N:19]=[C:20]([NH:23][C:24]3[CH:25]=[N:26][C:27]([N:30]4[CH2:35][CH2:34][O:33][CH2:32][CH2:31]4)=[CH:28][CH:29]=3)[N:21]=[CH:22][C:17]=2[CH:16]=[CH:15]1)C1C=CC=CC=1.C(OCC)(=O)C. Given the product [NH2:10][CH2:11][CH2:12][CH2:13][N:14]1[C:18]2[N:19]=[C:20]([NH:23][C:24]3[CH:25]=[N:26][C:27]([N:30]4[CH2:35][CH2:34][O:33][CH2:32][CH2:31]4)=[CH:28][CH:29]=3)[N:21]=[CH:22][C:17]=2[CH:16]=[CH:15]1, predict the reactants needed to synthesize it.